Dataset: Catalyst prediction with 721,799 reactions and 888 catalyst types from USPTO. Task: Predict which catalyst facilitates the given reaction. (1) Product: [NH2:30][C:24]1[N:25]2[CH:29]=[CH:28][N:27]=[C:26]2[C:7]2([C:6]3[CH:5]=[C:4]([OH:31])[CH:3]=[C:2]([F:1])[C:15]=3[O:14][C:13]3[C:8]2=[CH:9][C:10]([C:16]2[C:17]([F:22])=[N:18][CH:19]=[CH:20][CH:21]=2)=[CH:11][CH:12]=3)[N:23]=1. Reactant: [F:1][C:2]1[C:15]2[O:14][C:13]3[C:8](=[CH:9][C:10]([C:16]4[C:17]([F:22])=[N:18][CH:19]=[CH:20][CH:21]=4)=[CH:11][CH:12]=3)[C:7]3([C:26]4=[N:27][CH:28]=[CH:29][N:25]4[C:24]([NH2:30])=[N:23]3)[C:6]=2[CH:5]=[C:4]([O:31]C)[CH:3]=1.B(Br)(Br)Br. The catalyst class is: 2. (2) Reactant: Br[CH2:2][C:3]1[CH:12]=[CH:11][C:6]([C:7]([O:9][CH3:10])=[O:8])=[CH:5][C:4]=1[O:13][CH3:14].C(=O)([O-])[O-].[K+].[K+].[Cl:21][C:22]1[CH:23]=[C:24]([OH:33])[CH:25]=[N:26][C:27]=1[O:28][CH2:29][CH:30]([CH3:32])[CH3:31]. Product: [Cl:21][C:22]1[CH:23]=[C:24]([O:33][CH2:2][C:3]2[CH:12]=[CH:11][C:6]([C:7]([O:9][CH3:10])=[O:8])=[CH:5][C:4]=2[O:13][CH3:14])[CH:25]=[N:26][C:27]=1[O:28][CH2:29][CH:30]([CH3:31])[CH3:32]. The catalyst class is: 21.